This data is from Forward reaction prediction with 1.9M reactions from USPTO patents (1976-2016). The task is: Predict the product of the given reaction. (1) Given the reactants N(C([O:10][CH2:11][CH3:12])=O)=NC(OCC)=O.[NH:13]1[C:21]2[C:16](=[CH:17][CH:18]=[CH:19][CH:20]=2)C[C:14]1=O.CO.C1(P(C2C=CC=CC=2)C2C=CC=CC=2)C=CC=CC=1, predict the reaction product. The product is: [CH3:14][N:13]1[C:21]2[C:20](=[CH:19][CH:18]=[CH:17][CH:16]=2)[CH2:12][C:11]1=[O:10]. (2) Given the reactants [F:1][C:2]1[CH:7]=[CH:6][C:5]([NH:8][S:9]([C:12]2[CH:17]=[CH:16][C:15]([CH3:18])=[CH:14][CH:13]=2)(=[O:11])=[O:10])=[C:4]([NH:19][S:20]([C:23]2[CH:28]=[CH:27][C:26]([CH3:29])=[CH:25][CH:24]=2)(=[O:22])=[O:21])[CH:3]=1.[N+:30]([O-])([OH:32])=[O:31], predict the reaction product. The product is: [F:1][C:2]1[C:7]([N+:30]([O-:32])=[O:31])=[CH:6][C:5]([NH:8][S:9]([C:12]2[CH:17]=[CH:16][C:15]([CH3:18])=[CH:14][CH:13]=2)(=[O:10])=[O:11])=[C:4]([NH:19][S:20]([C:23]2[CH:24]=[CH:25][C:26]([CH3:29])=[CH:27][CH:28]=2)(=[O:21])=[O:22])[CH:3]=1. (3) Given the reactants C([O:8][C:9]1[CH:14]=[C:13]([C:15]([NH:17][CH2:18][CH3:19])=[O:16])[CH:12]=[CH:11][C:10]=1[N:20]1[C:24]([CH2:25][CH2:26][CH2:27][O:28]CC2C=CC=CC=2)=[C:23]([C:36]([NH:38][CH:39]2[CH2:41][CH2:40]2)=[O:37])[N:22]=[N:21]1)C1C=CC=CC=1, predict the reaction product. The product is: [CH:39]1([NH:38][C:36]([C:23]2[N:22]=[N:21][N:20]([C:10]3[CH:11]=[CH:12][C:13]([C:15]([NH:17][CH2:18][CH3:19])=[O:16])=[CH:14][C:9]=3[OH:8])[C:24]=2[CH2:25][CH2:26][CH2:27][OH:28])=[O:37])[CH2:41][CH2:40]1. (4) Given the reactants [NH2:1][C:2]1[C:12]([Br:13])=[CH:11][C:5]([C:6]([O:8][CH2:9][CH3:10])=[O:7])=[CH:4][N:3]=1.CO[CH:16](OC)[CH2:17]Br.C1(C)C=CC(S(O)(=O)=O)=CC=1.[Li+].[Cl-], predict the reaction product. The product is: [Br:13][C:12]1[C:2]2[N:3]([CH:16]=[CH:17][N:1]=2)[CH:4]=[C:5]([C:6]([O:8][CH2:9][CH3:10])=[O:7])[CH:11]=1. (5) Given the reactants Cl.[CH3:2][C:3]1[CH:14]=[C:13]([CH3:15])[C:6]2[NH:7][CH2:8][CH2:9][CH2:10][C:11](=[O:12])[C:5]=2[CH:4]=1.CC1CCCO1.O.C([O-])([O-])=O.[Na+].[Na+].Cl[C:30]([O:32][CH2:33][C:34]1[CH:39]=[CH:38][CH:37]=[CH:36][CH:35]=1)=[O:31].Cl, predict the reaction product. The product is: [CH3:2][C:3]1[CH:14]=[C:13]([CH3:15])[C:6]2[N:7]([C:30]([O:32][CH2:33][C:34]3[CH:39]=[CH:38][CH:37]=[CH:36][CH:35]=3)=[O:31])[CH2:8][CH2:9][CH2:10][C:11](=[O:12])[C:5]=2[CH:4]=1.